From a dataset of Full USPTO retrosynthesis dataset with 1.9M reactions from patents (1976-2016). Predict the reactants needed to synthesize the given product. (1) Given the product [NH2:37][C:34]1[N:33]=[CH:32][C:31]([C:19]2[N:20]=[C:21]([N:25]3[CH2:30][CH2:29][O:28][CH2:27][CH2:26]3)[C:22]3[N:23]=[CH:24][C:15]([C:13]4[O:14][C:10]([C:8]([N:5]5[CH2:4][CH2:3][N:2]([CH3:1])[CH2:7][CH2:6]5)=[O:9])=[CH:11][CH:12]=4)=[CH:16][C:17]=3[N:18]=2)=[CH:36][N:35]=1, predict the reactants needed to synthesize it. The reactants are: [CH3:1][N:2]1[CH2:7][CH2:6][N:5]([C:8]([C:10]2[O:14][C:13]([C:15]3[CH:24]=[N:23][C:22]4[C:21]([N:25]5[CH2:30][CH2:29][O:28][CH2:27][CH2:26]5)=[N:20][C:19]([C:31]5[CH:32]=[N:33][C:34]([NH:37]C(=O)OC(C)(C)C)=[N:35][CH:36]=5)=[N:18][C:17]=4[CH:16]=3)=[CH:12][CH:11]=2)=[O:9])[CH2:4][CH2:3]1.FC(F)(F)C(O)=O.C(=O)(O)[O-].[Na+]. (2) Given the product [CH:7]1([CH2:6][NH:5][C:12](=[O:11])[C:13]2[CH:18]=[CH:17][C:16]([O:19][CH2:20][C:21]3[C:22]([C:28]4[CH:33]=[CH:32][C:31]([F:34])=[C:30]([F:35])[CH:29]=4)=[N:23][O:24][C:25]=3[CH2:26][OH:27])=[N:15][CH:14]=2)[CH2:9][CH2:8]1, predict the reactants needed to synthesize it. The reactants are: C[Al](C)C.[NH2:5][CH2:6][CH:7]1[CH2:9][CH2:8]1.C[O:11][C:12](=O)[C:13]1[CH:18]=[CH:17][C:16]([O:19][CH2:20][C:21]2[C:22]([C:28]3[CH:33]=[CH:32][C:31]([F:34])=[C:30]([F:35])[CH:29]=3)=[N:23][O:24][C:25]=2[CH2:26][OH:27])=[N:15][CH:14]=1.